Dataset: Catalyst prediction with 721,799 reactions and 888 catalyst types from USPTO. Task: Predict which catalyst facilitates the given reaction. (1) The catalyst class is: 6. Reactant: Br[C:2]1[CH:14]=[CH:13][C:12]2[C:11]3[C:6](=[CH:7][CH:8]=[CH:9][CH:10]=3)[CH2:5][C:4]=2[CH:3]=1.[Cu][C:16]#[N:17].CN(C)C=O.[OH-].[NH4+]. Product: [CH:3]1[C:4]2[CH2:5][C:6]3[C:11](=[CH:10][CH:9]=[CH:8][CH:7]=3)[C:12]=2[CH:13]=[CH:14][C:2]=1[C:16]#[N:17]. (2) Reactant: CI.[CH2:3]([S:5]([C:8]1[C:9]([C:14]([NH:16][C:17]2[CH:22]=[CH:21][C:20]([C:23]([O:30][CH3:31])([O:28][CH3:29])[C:24]([F:27])([F:26])[F:25])=[CH:19][CH:18]=2)=[O:15])=[N:10][CH:11]=[CH:12][CH:13]=1)(=[O:7])=[O:6])[CH3:4].[C:32](=O)([O-])[O-].[K+].[K+].CC(C)=O. Product: [CH2:3]([S:5]([C:8]1[C:9]([C:14]([N:16]([CH3:32])[C:17]2[CH:22]=[CH:21][C:20]([C:23]([O:28][CH3:29])([O:30][CH3:31])[C:24]([F:25])([F:27])[F:26])=[CH:19][CH:18]=2)=[O:15])=[N:10][CH:11]=[CH:12][CH:13]=1)(=[O:6])=[O:7])[CH3:4]. The catalyst class is: 136. (3) Reactant: S(Cl)(Cl)(=O)=O.[C:6]([O:11]CCCC)(=[O:10])[CH:7](C)[OH:8].[CH2:25]1[CH2:30][CH2:29][CH:28](N=C=N[CH:25]2[CH2:30][CH2:29][CH2:28][CH2:27][CH2:26]2)[CH2:27][CH2:26]1. Product: [O:8]([CH2:7][C:6]([OH:11])=[O:10])[C:25]1[CH:26]=[CH:27][CH:28]=[CH:29][CH:30]=1. The catalyst class is: 17. (4) Reactant: [Br:1][C:2]1[C:7]([CH3:8])=[CH:6][C:5]([N:9]2[C:18]3[C:13](=[CH:14][C:15]([S:19](OC4C(F)=C(F)C(F)=C(F)C=4F)(=[O:21])=[O:20])=[CH:16][CH:17]=3)[CH:12]=[CH:11][C:10]2=[O:34])=[C:4]([O:35][CH3:36])[CH:3]=1.[O:37]1[CH:41]=[CH:40][C:39]([NH2:42])=[N:38]1.C1COCC1.C[Si]([N-][Si](C)(C)C)(C)C.[Li+]. Product: [Br:1][C:2]1[C:7]([CH3:8])=[CH:6][C:5]([N:9]2[C:18]3[C:13](=[CH:14][C:15]([S:19]([NH:42][C:39]4[CH:40]=[CH:41][O:37][N:38]=4)(=[O:21])=[O:20])=[CH:16][CH:17]=3)[CH:12]=[CH:11][C:10]2=[O:34])=[C:4]([O:35][CH3:36])[CH:3]=1. The catalyst class is: 818. (5) Reactant: [CH2:1]([N:8]([CH2:26][C@H:27]([OH:49])[CH2:28][O:29][C:30]1[CH:35]=[CH:34][C:33]([O:36][CH2:37][C:38]2[CH:43]=[CH:42][CH:41]=[CH:40][CH:39]=2)=[C:32]([NH:44][S:45]([CH3:48])(=[O:47])=[O:46])[CH:31]=1)[CH:9]1[CH2:14][CH2:13][CH:12]([C:15]2[CH:25]=[CH:24][C:18]([C:19]([O:21]CC)=[O:20])=[CH:17][CH:16]=2)[CH2:11][CH2:10]1)[C:2]1[CH:7]=[CH:6][CH:5]=[CH:4][CH:3]=1.[OH-].[Na+]. Product: [CH2:1]([N:8]([CH2:26][C@H:27]([OH:49])[CH2:28][O:29][C:30]1[CH:35]=[CH:34][C:33]([O:36][CH2:37][C:38]2[CH:43]=[CH:42][CH:41]=[CH:40][CH:39]=2)=[C:32]([NH:44][S:45]([CH3:48])(=[O:47])=[O:46])[CH:31]=1)[C@H:9]1[CH2:14][CH2:13][C@H:12]([C:15]2[CH:16]=[CH:17][C:18]([C:19]([OH:21])=[O:20])=[CH:24][CH:25]=2)[CH2:11][CH2:10]1)[C:2]1[CH:3]=[CH:4][CH:5]=[CH:6][CH:7]=1. The catalyst class is: 8.